This data is from Full USPTO retrosynthesis dataset with 1.9M reactions from patents (1976-2016). The task is: Predict the reactants needed to synthesize the given product. (1) Given the product [F:42][C:41]([F:44])([F:43])[C:36]([C:33]1[CH:32]=[CH:31][C:30]([CH2:29][N:26]2[CH2:27][CH2:28][N:23]([C:21]([C:18]3[CH:17]=[CH:16][C:15]([NH:14][C:1]([NH:46][CH2:47][C:48]([OH:50])([CH3:51])[CH3:49])=[O:2])=[CH:20][CH:19]=3)=[O:22])[CH2:24][CH2:25]2)=[CH:35][CH:34]=1)([OH:45])[C:37]([F:38])([F:39])[F:40], predict the reactants needed to synthesize it. The reactants are: [C:1](Cl)(=O)[O:2]C1C=CC([N+]([O-])=O)=CC=1.[NH2:14][C:15]1[CH:20]=[CH:19][C:18]([C:21]([N:23]2[CH2:28][CH2:27][N:26]([CH2:29][C:30]3[CH:35]=[CH:34][C:33]([C:36]([OH:45])([C:41]([F:44])([F:43])[F:42])[C:37]([F:40])([F:39])[F:38])=[CH:32][CH:31]=3)[CH2:25][CH2:24]2)=[O:22])=[CH:17][CH:16]=1.[NH2:46][CH2:47][C:48]([CH3:51])([OH:50])[CH3:49]. (2) Given the product [Br:1][C:2]1[CH:3]=[CH:4][C:5]2[CH:9]=[C:8]([CH:10]=[O:12])[S:7][C:6]=2[CH:11]=1, predict the reactants needed to synthesize it. The reactants are: [Br:1][C:2]1[CH:3]=[CH:4][C:5]2[CH:9]=[C:8]([CH3:10])[S:7][C:6]=2[CH:11]=1.[OH:12]C(CO)CN1CC2C(=CC=C(C3SC(C=O)=CC=3)C=2)C1=O.